This data is from Catalyst prediction with 721,799 reactions and 888 catalyst types from USPTO. The task is: Predict which catalyst facilitates the given reaction. Reactant: C(OC(=O)[NH:7][CH2:8][CH2:9][O:10][C:11]1[CH:38]=[CH:37][C:14]2[N:15]([CH2:19][C:20]([N:22]3[CH2:27][CH2:26][N:25]([C:28]4[CH:33]=[CH:32][C:31]([Cl:34])=[C:30]([O:35][CH3:36])[CH:29]=4)[CH2:24][CH2:23]3)=[O:21])[C:16](=[O:18])[O:17][C:13]=2[CH:12]=1)(C)(C)C. Product: [NH2:7][CH2:8][CH2:9][O:10][C:11]1[CH:38]=[CH:37][C:14]2[N:15]([CH2:19][C:20]([N:22]3[CH2:27][CH2:26][N:25]([C:28]4[CH:33]=[CH:32][C:31]([Cl:34])=[C:30]([O:35][CH3:36])[CH:29]=4)[CH2:24][CH2:23]3)=[O:21])[C:16](=[O:18])[O:17][C:13]=2[CH:12]=1. The catalyst class is: 89.